From a dataset of Forward reaction prediction with 1.9M reactions from USPTO patents (1976-2016). Predict the product of the given reaction. (1) Given the reactants Br[C:2]1[C:7]([Cl:8])=[CH:6][C:5]([NH:9][C:10]2[N:14]=[C:13]([NH2:15])[NH:12][N:11]=2)=[CH:4][C:3]=1[Cl:16].CC1(C)C(C)(C)OB([C:25]2[CH:38]=[CH:37][C:28]([O:29][CH2:30][C:31]3[CH:36]=[CH:35][CH:34]=[CH:33][N:32]=3)=[CH:27][CH:26]=2)O1.O1CCOCC1.O.C(=O)([O-])[O-].[K+].[K+], predict the reaction product. The product is: [Cl:16][C:3]1[CH:4]=[C:5]([NH:9][C:10]2[N:14]=[C:13]([NH2:15])[NH:12][N:11]=2)[CH:6]=[C:7]([Cl:8])[C:2]=1[C:25]1[CH:26]=[CH:27][C:28]([O:29][CH2:30][C:31]2[CH:36]=[CH:35][CH:34]=[CH:33][N:32]=2)=[CH:37][CH:38]=1. (2) Given the reactants I[CH2:2][CH2:3][CH2:4][CH2:5][CH2:6][CH2:7][CH2:8][CH2:9][O:10][C:11]1[CH:16]=[CH:15][CH:14]=[CH:13][C:12]=1[CH3:17].[C:18]1(=[O:28])[NH:22][C:21](=[O:23])[C:20]2=[CH:24][CH:25]=[CH:26][CH:27]=[C:19]12.[K].C(OCCCCCCCCN1C(=O)C2=CC=CC=C2C1=O)CCCCC, predict the reaction product. The product is: [C:12]1([CH3:17])[CH:13]=[CH:14][CH:15]=[CH:16][C:11]=1[O:10][CH2:9][CH2:8][CH2:7][CH2:6][CH2:5][CH2:4][CH2:3][CH2:2][N:22]1[C:21](=[O:23])[C:20]2=[CH:24][CH:25]=[CH:26][CH:27]=[C:19]2[C:18]1=[O:28]. (3) Given the reactants [CH3:1][C:2]1[C:6]([CH3:7])=[C:5]([NH:8][C:9](=[O:16])OCC(Cl)(Cl)Cl)[O:4][N:3]=1.Cl.Cl.[F:19][C:20]1[CH:21]=[C:22]([C:27]2[CH:32]=[CH:31][N:30]=[C:29]([N:33]3[CH2:38][CH2:37][NH:36][CH2:35][CH2:34]3)[N:28]=2)[CH:23]=[C:24]([F:26])[CH:25]=1, predict the reaction product. The product is: [CH3:1][C:2]1[C:6]([CH3:7])=[C:5]([NH:8][C:9]([N:36]2[CH2:37][CH2:38][N:33]([C:29]3[N:28]=[C:27]([C:22]4[CH:23]=[C:24]([F:26])[CH:25]=[C:20]([F:19])[CH:21]=4)[CH:32]=[CH:31][N:30]=3)[CH2:34][CH2:35]2)=[O:16])[O:4][N:3]=1. (4) Given the reactants [Cl:1][C:2]1[CH:7]=[CH:6][C:5]([O:8]C)=[C:4]([O:10][C:11]2[CH:16]=[CH:15][CH:14]=[CH:13][CH:12]=2)[CH:3]=1, predict the reaction product. The product is: [Cl:1][C:2]1[CH:7]=[CH:6][C:5]([OH:8])=[C:4]([O:10][C:11]2[CH:16]=[CH:15][CH:14]=[CH:13][CH:12]=2)[CH:3]=1.